Dataset: Full USPTO retrosynthesis dataset with 1.9M reactions from patents (1976-2016). Task: Predict the reactants needed to synthesize the given product. (1) Given the product [Cl:1][C:2]1[CH:3]=[C:4]([NH:19][C:20]2[C:30]3[CH:29]=[C:28]([C:31]([NH:42][CH2:41][CH:40]([O:39][CH2:38][CH2:37][O:36][CH3:35])[CH3:43])=[O:32])[CH2:27][CH2:26][NH:25][C:24]=3[N:23]=[CH:22][N:21]=2)[CH:5]=[CH:6][C:7]=1[O:8][C:9]1[CH:14]=[CH:13][CH:12]=[C:11]([C:15]([F:17])([F:18])[F:16])[CH:10]=1, predict the reactants needed to synthesize it. The reactants are: [Cl:1][C:2]1[CH:3]=[C:4]([NH:19][C:20]2[C:30]3[CH:29]=[C:28]([C:31](O)=[O:32])[CH2:27][CH2:26][NH:25][C:24]=3[N:23]=[CH:22][N:21]=2)[CH:5]=[CH:6][C:7]=1[O:8][C:9]1[CH:14]=[CH:13][CH:12]=[C:11]([C:15]([F:18])([F:17])[F:16])[CH:10]=1.Cl.[CH3:35][O:36][CH2:37][CH2:38][O:39][CH:40]([CH3:43])[CH2:41][NH2:42].ON1C2C=CC=CC=2N=N1.Cl.C(N=C=NCCCN(C)C)C. (2) Given the product [N:4]1[CH:9]=[CH:8][CH:7]=[C:6]([NH:10][C:11]([C:13]2[CH:14]=[CH:15][C:16]3[NH:17][C:18]4[C:19](=[N:2][OH:3])[CH2:20][CH2:21][C:22]([CH3:27])([CH3:26])[C:23]=4[C:24]=3[CH:25]=2)=[O:12])[CH:5]=1, predict the reactants needed to synthesize it. The reactants are: Cl.[NH2:2][OH:3].[N:4]1[CH:9]=[CH:8][CH:7]=[C:6]([NH:10][C:11]([C:13]2[CH:14]=[CH:15][C:16]3[NH:17][C:18]4[C:19](=O)[CH2:20][CH2:21][C:22]([CH3:27])([CH3:26])[C:23]=4[C:24]=3[CH:25]=2)=[O:12])[CH:5]=1. (3) Given the product [F:16][C:17]1[CH:18]=[CH:19][C:20]([C@@:23]23[C@@H:32]([OH:33])[CH2:31][CH2:30][CH2:29][C@H:28]2[C@H:27]([CH3:34])[C:26]2([O:4][CH2:1][CH2:2][O:3]2)[CH2:25][CH2:24]3)=[CH:21][CH:22]=1, predict the reactants needed to synthesize it. The reactants are: [CH2:1]([OH:4])[CH2:2][OH:3].C1(C)C=CC(S(O)(=O)=O)=CC=1.[F:16][C:17]1[CH:22]=[CH:21][C:20]([C@@:23]23[C@@H:32]([OH:33])[CH2:31][CH2:30][CH2:29][C@H:28]2[C@H:27]([CH3:34])[C:26](=O)[CH2:25][CH2:24]3)=[CH:19][CH:18]=1. (4) Given the product [F:21][C:20]([F:23])([F:22])[C:18]([OH:24])=[O:19].[NH2:8][C@@H:9]([CH2:16][CH3:17])/[CH:10]=[CH:11]/[C:12]([O:14][CH3:15])=[O:13], predict the reactants needed to synthesize it. The reactants are: CC(OC([NH:8][C@@H:9]([CH2:16][CH3:17])/[CH:10]=[CH:11]/[C:12]([O:14][CH3:15])=[O:13])=O)(C)C.[C:18]([OH:24])([C:20]([F:23])([F:22])[F:21])=[O:19].